Dataset: Acute oral toxicity (LD50) regression data from Zhu et al.. Task: Regression/Classification. Given a drug SMILES string, predict its toxicity properties. Task type varies by dataset: regression for continuous values (e.g., LD50, hERG inhibition percentage) or binary classification for toxic/non-toxic outcomes (e.g., AMES mutagenicity, cardiotoxicity, hepatotoxicity). Dataset: ld50_zhu. (1) The molecule is CCCc1ccc(C=O)cc1. The rat oral LD50 is 1.97, given as -log10 of the dose in mol/kg body weight (higher means more acutely toxic). (2) The compound is CCCCOCCOCCOCOCCOCCOCCCC. The rat oral LD50 is 2.29, given as -log10 of the dose in mol/kg body weight (higher means more acutely toxic). (3) The compound is O=c1c(Cl)c(Cl)cnn1-c1ccccc1. The rat oral LD50 is 1.98, given as -log10 of the dose in mol/kg body weight (higher means more acutely toxic). (4) The drug is Cc1cc(=O)cc(-c2ccccc2)o1. The rat oral LD50 is 2.47, given as -log10 of the dose in mol/kg body weight (higher means more acutely toxic). (5) The drug is FC(F)(F)c1nc2c(Cl)c(Cl)c(Br)cc2[nH]1. The rat oral LD50 is 5.08, given as -log10 of the dose in mol/kg body weight (higher means more acutely toxic). (6) The compound is C=CCOC(=O)C=CC(=O)OCC=C. The rat oral LD50 is 2.82, given as -log10 of the dose in mol/kg body weight (higher means more acutely toxic). (7) The drug is O=C(O)c1c(Cl)ccc2cc(Cl)cnc12. The rat oral LD50 is 2.04, given as -log10 of the dose in mol/kg body weight (higher means more acutely toxic).